From a dataset of hERG Central: cardiac toxicity at 1µM, 10µM, and general inhibition. Predict hERG channel inhibition at various concentrations. (1) The compound is COc1ccc(CN2C3CCCC2CC(NC(=O)Nc2ccccc2C)C3)cc1. Results: hERG_inhib (hERG inhibition (general)): blocker. (2) The compound is CCSC(C)CC1C/C(=N/O)c2c(C)noc2C1. Results: hERG_inhib (hERG inhibition (general)): blocker. (3) The molecule is Cc1ccc(-c2[nH]ncc2CN2CCN(C(=O)c3cccs3)CC2)cc1C. Results: hERG_inhib (hERG inhibition (general)): blocker. (4) The drug is O=c1c2cc(NC(=S)NC3CCCCC3)ccc2nc2n1CCCCC2. Results: hERG_inhib (hERG inhibition (general)): blocker. (5) The compound is COc1cccc(-c2ccc(NC(=O)C3CCCN(CCCn4nc(C)cc4C)C3)cc2)c1. Results: hERG_inhib (hERG inhibition (general)): blocker.